Dataset: Reaction yield outcomes from USPTO patents with 853,638 reactions. Task: Predict the reaction yield, written as a fraction of the theoretical maximum amount of product (1.0 means a 100% yield; for example, 0.34 means a 34% yield). (1) The reactants are Br[C:2]1[CH:7]=[CH:6][C:5]([C:8]([NH:11][C:12](=[O:22])[O:13][CH:14]2[CH:19]3[CH2:20][CH2:21][N:16]([CH2:17][CH2:18]3)[CH2:15]2)([CH3:10])[CH3:9])=[CH:4][CH:3]=1.[N:23]1[CH:28]=[C:27](B(O)O)[CH:26]=[N:25][CH:24]=1. No catalyst specified. The product is [N:23]1[CH:28]=[C:27]([C:2]2[CH:7]=[CH:6][C:5]([C:8]([NH:11][C:12](=[O:22])[O:13][CH:14]3[CH:19]4[CH2:20][CH2:21][N:16]([CH2:17][CH2:18]4)[CH2:15]3)([CH3:10])[CH3:9])=[CH:4][CH:3]=2)[CH:26]=[N:25][CH:24]=1. The yield is 0.400. (2) The reactants are [Cl:1][C:2]1[N:10]([CH2:11][CH:12]=[CH2:13])[C:9]2[C:8](=[O:14])[N:7]([CH3:15])[C:6](=[O:16])[N:5](COCC[Si](C)(C)C)[C:4]=2[N:3]=1.C(O)(C(F)(F)F)=O. The catalyst is C(Cl)Cl. The product is [Cl:1][C:2]1[N:10]([CH2:11][CH:12]=[CH2:13])[C:9]2[C:8](=[O:14])[N:7]([CH3:15])[C:6](=[O:16])[NH:5][C:4]=2[N:3]=1. The yield is 0.450. (3) The reactants are [CH3:1][C:2]1[O:6][C:5]([C:7]2[CH:12]=[CH:11][CH:10]=[CH:9][CH:8]=2)=[N:4][C:3]=1[CH2:13][O:14][C:15]1[CH:35]=[CH:34][C:18]([CH2:19][O:20][C:21]2[C:25]([CH:26]=O)=[CH:24][N:23]([C:28]3[CH:33]=[CH:32][CH:31]=[CH:30][CH:29]=3)[N:22]=2)=[CH:17][CH:16]=1.[CH2:36]([P:45](=[O:52])([O:49][CH2:50][CH3:51])[O:46][CH2:47][CH3:48])P(=O)(OCC)OCC.CN(C)C=O.[H-].[Na+]. The catalyst is O. The product is [CH3:1][C:2]1[O:6][C:5]([C:7]2[CH:8]=[CH:9][CH:10]=[CH:11][CH:12]=2)=[N:4][C:3]=1[CH2:13][O:14][C:15]1[CH:35]=[CH:34][C:18]([CH2:19][O:20][C:21]2[C:25](/[CH:26]=[CH:36]/[P:45](=[O:52])([O:46][CH2:47][CH3:48])[O:49][CH2:50][CH3:51])=[CH:24][N:23]([C:28]3[CH:29]=[CH:30][CH:31]=[CH:32][CH:33]=3)[N:22]=2)=[CH:17][CH:16]=1. The yield is 0.650. (4) The reactants are [S:1]1[CH2:6][CH:5]=[C:4](OS(C(F)(F)F)(=O)=O)[CH2:3][CH2:2]1.[B:15]1([B:15]2[O:20][CH2:19][C:18]([CH3:22])([CH3:21])[CH2:17][O:16]2)[O:20][CH2:19][C:18]([CH3:22])([CH3:21])[CH2:17][O:16]1.CC([O-])=O.[K+].CCOC(C)=O. The catalyst is O1CCOCC1.C1C=CC(P(C2C=CC=CC=2)[C-]2C=CC=C2)=CC=1.C1C=CC(P(C2C=CC=CC=2)[C-]2C=CC=C2)=CC=1.Cl[Pd]Cl.[Fe+2]. The product is [S:1]1[CH2:6][CH:5]=[C:4]([B:15]2[O:20][CH2:19][C:18]([CH3:22])([CH3:21])[CH2:17][O:16]2)[CH2:3][CH2:2]1. The yield is 0.820. (5) The catalyst is CC(N(C)C)=O. The reactants are [C:1]([O:5][C:6]([N:8]1[CH2:17][CH2:16][C:15]2[C:10](=[CH:11][CH:12]=[C:13]([OH:18])[CH:14]=2)[CH2:9]1)=[O:7])([CH3:4])([CH3:3])[CH3:2].C1(C)C=CC=CC=1.C([O-])([O-])=O.[K+].[K+].F[C:33]1[CH:40]=[CH:39][C:36]([C:37]#[N:38])=[CH:35][CH:34]=1. The yield is 0.870. The product is [C:1]([O:5][C:6]([N:8]1[CH2:17][CH2:16][C:15]2[C:10](=[CH:11][CH:12]=[C:13]([O:18][C:33]3[CH:40]=[CH:39][C:36]([C:37]#[N:38])=[CH:35][CH:34]=3)[CH:14]=2)[CH2:9]1)=[O:7])([CH3:4])([CH3:2])[CH3:3].